Dataset: Peptide-MHC class I binding affinity with 185,985 pairs from IEDB/IMGT. Task: Regression. Given a peptide amino acid sequence and an MHC pseudo amino acid sequence, predict their binding affinity value. This is MHC class I binding data. (1) The peptide sequence is AMHYIRHRA. The MHC is HLA-A02:01 with pseudo-sequence HLA-A02:01. The binding affinity (normalized) is 0.567. (2) The peptide sequence is RYRMRHLSK. The MHC is HLA-B07:02 with pseudo-sequence HLA-B07:02. The binding affinity (normalized) is 0.0847. (3) The peptide sequence is RVFYFAIFY. The MHC is BoLA-T2a with pseudo-sequence BoLA-T2a. The binding affinity (normalized) is 0.0641. (4) The peptide sequence is LLFASMGFK. The MHC is HLA-B35:01 with pseudo-sequence HLA-B35:01. The binding affinity (normalized) is 0.0170. (5) The peptide sequence is LYQPSSGCYI. The MHC is H-2-Db with pseudo-sequence H-2-Db. The binding affinity (normalized) is 0.533. (6) The peptide sequence is FQPQNGQII. The MHC is H-2-Db with pseudo-sequence H-2-Db. The binding affinity (normalized) is 0.576. (7) The peptide sequence is SREVISHRL. The MHC is HLA-A69:01 with pseudo-sequence HLA-A69:01. The binding affinity (normalized) is 0.0847.